From a dataset of Drug-target binding data from BindingDB using Ki measurements. Regression. Given a target protein amino acid sequence and a drug SMILES string, predict the binding affinity score between them. We predict pKi (pKi = -log10(Ki in M); higher means stronger inhibition). Dataset: bindingdb_ki. (1) The small molecule is Cc1ccc(-n2nccn2)c(C(=O)N2CC3CC(Oc4ccc(Br)cn4)C2C3)n1. The target protein (P56719) has sequence MSSTKLEDSLPRRNWSSASELNETQEPFLNPTDYDDEEFLRYLWREYLHPKEYEWVLIAGYIIVFVVALIGNVLVCVAVWKNHHMRTVTNYFIVNLSLADVLVTITCLPATLVVDITETWFFGQSLCKVIPYLQTVSVSVSVLTLSCIALDRWYAICHPLMFKSTAKRARNSIVVIWIVSCIIMIPQAIVMERSSMLPGLANKTTLFTVCDERWGGEVYPKMYHICFFLVTYMAPLCLMVLAYLQIFRKLWCRQIPGTSSVVQRKWKQPQPVSQPRGSGQQSKARISAVAAEIKQIRARRKTARMLMVVLLVFAICYLPISILNVLKRVFGMFTHTEDRETVYAWFTFSHWLVYANSAANPIIYNFLSGKFREEFKAAFSCCLGVHRRQGDRLARGRTSTESRKSLTTQISNFDNVSKLSEHVALTSISTLPAANGAGPLQNWYLQQGVPSSLLSTWLEV. The pKi is 6.2. (2) The small molecule is COc1ccccc1N1CCN(CCCNC(=O)c2cnn3ccc(OCCOCCOCCOCCOc4ccn5ncc(C(=O)NCCCN6CCN(c7ccccc7OC)CC6)c5c4)cc23)CC1. The target protein sequence is MVFLSGNASDSSNCTHPPPPVNISKAILLGVILGGLIIFGVLGNILVILSVACHRHLHSVTHYYIVNLAVADLLLTSTVLPFSAIFEILGYWAFGRVFCNIWAAVDVLCCTASIMGLCIISIDRYIGVSYPLRYPTIVTQKRGLMALLCVWALSLVISIGPLFGWRQPAPEDETICQINEEPGYVLFSALGSFYVPLTIILVMYCRVYVVAKRESRGLKSGLKTDKSDSEQVTLRIHRKNAPVGGSGVTSAKNKTHFSVRLLKFSREKKAAKTLGIVVGCFVLCWLPFFLVMPIGSFFPDFRPSETVFKIAFWLGYLNSCINPIIYPCSSQEFKKAFQNVLRIQCLRRKQSSRHALGYTLHPTSHALEEQHKDLVRIPVGSGETFYKISKTDGVCEWKFFSSMPRASARITVPKDPSACTTARVRSKNFLQVCCCMGPSTPSRDENHPIPTIKIHTISLSENGEEV. The pKi is 8.4. (3) The compound is CCOC1N([C@H]2C[C@H](O)[C@@H](CO)O2)C(=O)NC(=O)C1(C)Br. The target protein (P04184) has sequence MSYINLPTVLPSSPSKTRGQIQVILGPMFSGKSTELMRRVRRFQIAQYKCLVIKYAKDTRYSNSFSTHDRNTMDALPACMLRDVTQESLGVAVIGIDEGQFFPDIVDFCEMMANEGKTVIVAALDGTFQRKAFGSILNLVPLAESVVKLTAVCMECFREAAYTKRLGLEKEVEVIGGADKYHSVCRLCYFKKSSAQTAGSDNKNCLVLGQPGEALVVRKLFASQQVLQYNSAN. The pKi is 4.6. (4) The drug is Cc1cc(-c2cccc(C(=O)c3cccc(O)c3)n2)ccc1O. The target protein (Q9BPX1) has sequence MATGTRYAGKVVVVTGGGRGIGAGIVRAFVNSGARVVICDKDESGGRALEQELPGAVFILCDVTQEDDVKTLVSETIRRFGRLDCVVNNAGHHPPPQRPEETSAQGFRQLLELNLLGTYTLTKLALPYLRKSQGNVINISSLVGAIGQAQAVPYVATKGAVTAMTKALALDESPYGVRVNCISPGNIWTPLWEELAALMPDPRATIREGMLAQPLGRMGQPAEVGAAAVFLASEANFCTGIELLVTGGAELGYGCKASRSTPVDAPDIPS. The pKi is 6.6. (5) The small molecule is COc1cncc(C=O)c1. The target protein sequence is MTKALISIDYTEDFVADSGKLTAGAPAQAISDAISKVTRLAFERGDYIFFTIDAHEENDCFHPESKLFPPHNLIGTSGRNLYGDLGIFYQEHGSDSRVFWMDKRHYSAFSGTDLDIRLRERRVSTVILTGVLTDICVLHTAIDAYNLGYDIEIVKPAVASIWPENHQFALGHFKNTLGAKLVDENLNELSE. The pKi is 6.8.